This data is from Full USPTO retrosynthesis dataset with 1.9M reactions from patents (1976-2016). The task is: Predict the reactants needed to synthesize the given product. (1) Given the product [F:20][CH:9]([F:8])[C:10]1[C:14]([C:15]([O:17][CH2:18][CH3:19])=[O:16])=[CH:13][N:12]([CH3:1])[N:11]=1, predict the reactants needed to synthesize it. The reactants are: [C:1]1(C)C=CC=CC=1.[F:8][CH:9]([F:20])[C:10]1[C:14]([C:15]([O:17][CH2:18][CH3:19])=[O:16])=[CH:13][NH:12][N:11]=1.[OH-].[Na+].S(OC)(OC)(=O)=O. (2) Given the product [CH3:15][O:14][C:12]1[CH:13]=[C:8]([O:7][CH3:6])[C:9]([N:19]2[CH2:20][CH2:21][O:22][CH2:23][CH2:24]2)=[CH:10][C:11]=1[NH2:16], predict the reactants needed to synthesize it. The reactants are: CC(O)=O.O.[CH3:6][O:7][C:8]1[CH:13]=[C:12]([O:14][CH3:15])[C:11]([N+:16]([O-])=O)=[CH:10][C:9]=1[N:19]1[CH2:24][CH2:23][O:22][CH2:21][CH2:20]1. (3) Given the product [ClH:1].[F:19][C:17]1[CH:16]=[CH:15][C:14]([O:20][C@@H:21]2[CH2:25][CH2:24][O:23][CH2:22]2)=[C:13]([CH:9]2[CH2:10][CH2:11][CH2:12][NH:8]2)[CH:18]=1, predict the reactants needed to synthesize it. The reactants are: [ClH:1].C([S@@]([N:8]1[CH2:12][CH2:11][CH2:10][CH:9]1[C:13]1[CH:18]=[C:17]([F:19])[CH:16]=[CH:15][C:14]=1[O:20][C@@H:21]1[CH2:25][CH2:24][O:23][CH2:22]1)=O)(C)(C)C. (4) Given the product [F:1][C:2]1[CH:10]=[CH:9][C:5]([C:6]([NH2:24])=[O:7])=[CH:4][C:3]=1[N+:11]([O-:13])=[O:12], predict the reactants needed to synthesize it. The reactants are: [F:1][C:2]1[CH:10]=[CH:9][C:5]([C:6](O)=[O:7])=[CH:4][C:3]=1[N+:11]([O-:13])=[O:12].C(Cl)Cl.C(Cl)(=O)C(Cl)=O.C[N:24](C=O)C. (5) Given the product [CH3:16][C:17]1[CH:18]=[CH:19][C:20]2[N:21]([CH:22]=1)[C:11](=[O:13])[C:5]([C:6]([O:8][CH2:9][CH3:10])=[O:7])=[CH:4][N:23]=2, predict the reactants needed to synthesize it. The reactants are: C(O[CH:4]=[C:5]([C:11]([O:13]CC)=O)[C:6]([O:8][CH2:9][CH3:10])=[O:7])C.[CH3:16][C:17]1[CH:18]=[CH:19][C:20]([NH2:23])=[N:21][CH:22]=1.C1CCN2C(=NCCC2)CC1.C(#N)C.